Dataset: Catalyst prediction with 721,799 reactions and 888 catalyst types from USPTO. Task: Predict which catalyst facilitates the given reaction. (1) Reactant: C(OC(=O)[NH:7][CH:8]1[CH2:13][CH2:12][N:11]([S:14]([C:17]2[CH:22]=[CH:21][C:20]([C:23]([N:25]3[CH2:30][CH2:29][CH2:28][CH2:27][CH2:26]3)=[O:24])=[CH:19][CH:18]=2)(=[O:16])=[O:15])[CH2:10][CH2:9]1)(C)(C)C.Cl. Product: [NH2:7][CH:8]1[CH2:13][CH2:12][N:11]([S:14]([C:17]2[CH:18]=[CH:19][C:20]([C:23]([N:25]3[CH2:30][CH2:29][CH2:28][CH2:27][CH2:26]3)=[O:24])=[CH:21][CH:22]=2)(=[O:16])=[O:15])[CH2:10][CH2:9]1. The catalyst class is: 12. (2) Reactant: [Li+].[OH-].CO.CC([Si](C)(C)[O:10][CH2:11][CH2:12][O:13][C:14]1[CH:22]=[C:21]2[C:17]([CH:18]=[C:19]([C:30]([O:32]C)=[O:31])[N:20]2C(OC(C)(C)C)=O)=[CH:16][CH:15]=1)(C)C. Product: [OH:10][CH2:11][CH2:12][O:13][C:14]1[CH:22]=[C:21]2[C:17]([CH:18]=[C:19]([C:30]([OH:32])=[O:31])[NH:20]2)=[CH:16][CH:15]=1. The catalyst class is: 1. (3) Reactant: [C:1]([O:4][CH2:5][C@H:6]1[O:19][CH:18]=[CH:17][C@@H:12](OC(=O)C)[C@H:7]1[O:8][C:9](=[O:11])[CH3:10])(=[O:3])[CH3:2].[SiH](CC)(CC)CC.B(F)(F)F.CCOCC.C([O-])(O)=O.[Na+]. Product: [C:1]([O:4][CH2:5][C@H:6]1[O:19][CH2:18][CH:17]=[CH:12][C@H:7]1[O:8][C:9](=[O:11])[CH3:10])(=[O:3])[CH3:2]. The catalyst class is: 2. (4) Reactant: [N:1]1([CH2:6][CH2:7][CH2:8][NH:9][C:10]2[CH:15]=[CH:14][C:13]([N+:16]([O-])=O)=[CH:12][C:11]=2[F:19])[CH:5]=[CH:4][N:3]=[CH:2]1. Product: [N:1]1([CH2:6][CH2:7][CH2:8][NH:9][C:10]2[CH:15]=[CH:14][C:13]([NH2:16])=[CH:12][C:11]=2[F:19])[CH:5]=[CH:4][N:3]=[CH:2]1. The catalyst class is: 123. (5) Reactant: [Cl:1][C:2]1[CH:37]=[CH:36][C:5]([CH2:6][C@@H:7]([NH:28][CH:29]2[CH2:34][CH2:33][C:32](=O)[CH2:31][CH2:30]2)[C:8]([N:10]2[CH2:15][CH2:14][C:13]([CH:22]3[CH2:27][CH2:26][CH2:25][CH2:24][CH2:23]3)([CH2:16][N:17]3[CH:21]=[N:20][CH:19]=[N:18]3)[CH2:12][CH2:11]2)=[O:9])=[CH:4][CH:3]=1.[CH2:38]1[C:46]2[C:41](=[CH:42][CH:43]=[CH:44][CH:45]=2)[CH2:40][NH:39]1.C(O[BH-](OC(=O)C)OC(=O)C)(=O)C.[Na+]. Product: [Cl:1][C:2]1[CH:37]=[CH:36][C:5]([CH2:6][C@@H:7]([NH:28][CH:29]2[CH2:34][CH2:33][CH:32]([N:39]3[CH2:40][C:41]4[C:46](=[CH:45][CH:44]=[CH:43][CH:42]=4)[CH2:38]3)[CH2:31][CH2:30]2)[C:8]([N:10]2[CH2:15][CH2:14][C:13]([CH:22]3[CH2:27][CH2:26][CH2:25][CH2:24][CH2:23]3)([CH2:16][N:17]3[CH:21]=[N:20][CH:19]=[N:18]3)[CH2:12][CH2:11]2)=[O:9])=[CH:4][CH:3]=1. The catalyst class is: 4.